Dataset: Peptide-MHC class I binding affinity with 185,985 pairs from IEDB/IMGT. Task: Regression. Given a peptide amino acid sequence and an MHC pseudo amino acid sequence, predict their binding affinity value. This is MHC class I binding data. (1) The peptide sequence is RELYLNSSNV. The MHC is HLA-B40:01 with pseudo-sequence HLA-B40:01. The binding affinity (normalized) is 0.518. (2) The peptide sequence is SVKNLILNFL. The MHC is HLA-A02:03 with pseudo-sequence HLA-A02:03. The binding affinity (normalized) is 0.529.